From a dataset of Forward reaction prediction with 1.9M reactions from USPTO patents (1976-2016). Predict the product of the given reaction. Given the reactants [Br:1][CH2:2][CH2:3][CH2:4][N:5]1[C:14]2[C:15]3[CH:16]=[CH:17][C:18]([O:23][CH3:24])=[CH:19][C:20]=3[C:21](=[O:22])[C:13]=2[C:12]2[C:7](=[CH:8][C:9]([N+:25]([O-])=O)=[CH:10][CH:11]=2)[C:6]1=[O:28].CO.C(OCC)(=O)C, predict the reaction product. The product is: [NH2:25][C:9]1[CH:8]=[C:7]2[C:12]([C:13]3[C:21](=[O:22])[C:20]4[CH:19]=[C:18]([O:23][CH3:24])[CH:17]=[CH:16][C:15]=4[C:14]=3[N:5]([CH2:4][CH2:3][CH2:2][Br:1])[C:6]2=[O:28])=[CH:11][CH:10]=1.